From a dataset of Oral bioavailability binary classification data from Ma et al.. Regression/Classification. Given a drug SMILES string, predict its absorption, distribution, metabolism, or excretion properties. Task type varies by dataset: regression for continuous measurements (e.g., permeability, clearance, half-life) or binary classification for categorical outcomes (e.g., BBB penetration, CYP inhibition). Dataset: bioavailability_ma. (1) The compound is COCC(=O)O[C@]1(CCN(C)CCCc2nc3ccccc3[nH]2)CCc2cc(F)ccc2[C@@H]1C(C)C. The result is 1 (high bioavailability). (2) The drug is CC1CN(c2cc3c(cc2F)c(=O)c(C(=O)O)cn3-c2ccc(F)cc2F)CCN1. The result is 1 (high bioavailability). (3) The compound is CN(CCOc1ccc(CC2SC(=O)NC2=O)cc1)c1ccccn1. The result is 1 (high bioavailability). (4) The compound is CNS(=O)(=O)CCc1ccc2[nH]cc(C3CCN(C)CC3)c2c1. The result is 1 (high bioavailability). (5) The molecule is CN1CCN(C(=O)OC2c3nccnc3C(=O)N2c2ccc(Cl)cn2)CC1. The result is 1 (high bioavailability).